This data is from Full USPTO retrosynthesis dataset with 1.9M reactions from patents (1976-2016). The task is: Predict the reactants needed to synthesize the given product. (1) Given the product [NH2:1][CH2:2][CH2:3][CH2:4][CH2:5][CH2:6][CH2:7][CH2:8][CH2:9][CH2:10][CH2:11][NH:12][C:13]1[N:18]=[C:17]([O:19][CH2:20][C:21]([F:22])([F:23])[F:24])[N:16]=[C:15]([NH:25][C:26]2[CH:27]=[CH:28][C:29]([C:30]([OH:32])=[O:31])=[CH:34][CH:35]=2)[N:14]=1, predict the reactants needed to synthesize it. The reactants are: [NH2:1][CH2:2][CH2:3][CH2:4][CH2:5][CH2:6][CH2:7][CH2:8][CH2:9][CH2:10][CH2:11][NH:12][C:13]1[N:18]=[C:17]([O:19][CH2:20][C:21]([F:24])([F:23])[F:22])[N:16]=[C:15]([NH:25][C:26]2[CH:35]=[CH:34][C:29]([C:30]([O:32]C)=[O:31])=[CH:28][CH:27]=2)[N:14]=1.C(=O)([O-])[O-].[K+].[K+].Cl. (2) The reactants are: [ClH:1].[F:2][C:3]([F:19])([F:18])[CH2:4][N:5]1[CH2:10][CH2:9][N:8](C(OC(C)(C)C)=O)[CH2:7][CH2:6]1. Given the product [ClH:1].[ClH:1].[F:19][C:3]([F:2])([F:18])[CH2:4][N:5]1[CH2:6][CH2:7][NH:8][CH2:9][CH2:10]1, predict the reactants needed to synthesize it.